Dataset: Catalyst prediction with 721,799 reactions and 888 catalyst types from USPTO. Task: Predict which catalyst facilitates the given reaction. (1) Reactant: F[C:2]1[CH:7]=[CH:6][C:5]([N+:8]([O-:10])=[O:9])=[CH:4][C:3]=1[F:11].C([O-])([O-])=O.[K+].[K+].[NH:18]1[CH:22]=[CH:21][CH:20]=[CH:19]1. Product: [F:11][C:3]1[CH:4]=[C:5]([N+:8]([O-:10])=[O:9])[CH:6]=[CH:7][C:2]=1[N:18]1[CH:22]=[CH:21][CH:20]=[CH:19]1. The catalyst class is: 58. (2) Product: [Cl:18][C:19]1[CH:24]=[CH:23][C:22]([CH:25]2[CH2:26][CH2:27][N:28]([C:2]3[S:3][C:4]([C:7]4[N:8]=[N:9][N:10]([CH2:12][C:13]([O:15][CH2:16][CH3:17])=[O:14])[N:11]=4)=[CH:5][N:6]=3)[CH2:29][CH2:30]2)=[CH:21][CH:20]=1. The catalyst class is: 6. Reactant: Br[C:2]1[S:3][C:4]([C:7]2[N:8]=[N:9][N:10]([CH2:12][C:13]([O:15][CH2:16][CH3:17])=[O:14])[N:11]=2)=[CH:5][N:6]=1.[Cl:18][C:19]1[CH:24]=[CH:23][C:22]([CH:25]2[CH2:30][CH2:29][NH:28][CH2:27][CH2:26]2)=[CH:21][CH:20]=1.CN1C(=O)CCC1.C1CCN2C(=NCCC2)CC1. (3) The catalyst class is: 2. Product: [CH2:1]([O:8][CH2:9][C@@H:10]1[N:20]2[C:32]3[C:31]4[C:26](=[CH:27][CH:28]=[CH:29][CH:30]=4)[N:25]=[CH:24][C:23]=3[N:22]=[C:21]2[CH2:33][O:12][CH2:11]1)[C:2]1[CH:7]=[CH:6][CH:5]=[CH:4][CH:3]=1. Reactant: [CH2:1]([O:8][CH2:9][C@H:10]([N:20]1[C:32]2[C:31]3[CH:30]=[CH:29][CH:28]=[CH:27][C:26]=3[N:25]=[CH:24][C:23]=2[N:22]=[C:21]1[CH2:33]Cl)[CH2:11][O:12][Si](C(C)(C)C)(C)C)[C:2]1[CH:7]=[CH:6][CH:5]=[CH:4][CH:3]=1.[F-].C1COCC1. (4) Reactant: COC1C=CC=CC=1C(Cl)=O.[Cl:12][C:13]1[CH:14]=[C:15]([CH:17]=[CH:18][C:19]=1[O:20][C:21]1[C:30]2[C:25](=[CH:26][C:27]([O:33][CH3:34])=[C:28]([O:31][CH3:32])[CH:29]=2)[N:24]=[CH:23][CH:22]=1)[NH2:16].[CH3:35][O:36][C:37]1[CH:42]=[CH:41][CH:40]=[CH:39][C:38]=1[C:43]([N:45]=[C:46]=[S:47])=[O:44]. The catalyst class is: 234. Product: [CH3:35][O:36][C:37]1[CH:42]=[CH:41][CH:40]=[CH:39][C:38]=1[C:43]([N:45]=[C:46]=[S:47])=[O:44].[Cl:12][C:13]1[CH:14]=[C:15]([NH:16][C:46]([NH:45][C:43](=[O:44])[C:38]2[CH:39]=[CH:40][CH:41]=[CH:42][C:37]=2[O:36][CH3:35])=[S:47])[CH:17]=[CH:18][C:19]=1[O:20][C:21]1[C:30]2[C:25](=[CH:26][C:27]([O:33][CH3:34])=[C:28]([O:31][CH3:32])[CH:29]=2)[N:24]=[CH:23][CH:22]=1. (5) Reactant: [CH3:1][N:2]([S:6](=[O:9])(=[O:8])[NH2:7])[CH:3]([CH3:5])[CH3:4].[Cl:10][C:11]1[CH:18]=[C:17]([F:19])[C:16]([N:20]2[C:25](=[O:26])[CH:24]=[C:23]([C:27]([F:30])([F:29])[F:28])[N:22]([CH3:31])[C:21]2=[O:32])=[CH:15][C:12]=1[CH:13]=O. Product: [Cl:10][C:11]1[C:12](/[CH:13]=[N:7]/[S:6](=[O:9])(=[O:8])[N:2]([CH:3]([CH3:5])[CH3:4])[CH3:1])=[CH:15][C:16]([N:20]2[C:25](=[O:26])[CH:24]=[C:23]([C:27]([F:30])([F:28])[F:29])[N:22]([CH3:31])[C:21]2=[O:32])=[C:17]([F:19])[CH:18]=1. The catalyst class is: 11. (6) Reactant: [CH3:1][C:2]1([CH3:14])[C:8]2[CH:9]=[CH:10][CH:11]=[CH:12][C:7]=2[C:6](=[O:13])[CH2:5][CH2:4][CH2:3]1.[BH4-].[Na+]. Product: [CH3:1][C:2]1([CH3:14])[C:8]2[CH:9]=[CH:10][CH:11]=[CH:12][C:7]=2[CH:6]([OH:13])[CH2:5][CH2:4][CH2:3]1. The catalyst class is: 5.